From a dataset of Forward reaction prediction with 1.9M reactions from USPTO patents (1976-2016). Predict the product of the given reaction. Given the reactants [CH3:1][O:2][C:3]1[CH:8]=[CH:7][C:6]([OH:9])=[CH:5][CH:4]=1.Cl[C:11]1[CH:12]=[CH:13][C:14]([N+:26]([O-:28])=[O:27])=[C:15]([CH2:17][NH:18][C:19](=[O:25])[O:20][C:21]([CH3:24])([CH3:23])[CH3:22])[CH:16]=1.[H-].[Na+], predict the reaction product. The product is: [CH3:1][O:2][C:3]1[CH:8]=[CH:7][C:6]([O:9][C:11]2[CH:12]=[CH:13][C:14]([N+:26]([O-:28])=[O:27])=[C:15]([CH2:17][NH:18][C:19](=[O:25])[O:20][C:21]([CH3:24])([CH3:22])[CH3:23])[CH:16]=2)=[CH:5][CH:4]=1.